Dataset: Full USPTO retrosynthesis dataset with 1.9M reactions from patents (1976-2016). Task: Predict the reactants needed to synthesize the given product. (1) Given the product [C:25]([C:29]1[CH:30]=[C:31]([NH:32][C:2]2[C:3]3[NH:15][N:14]=[CH:13][C:4]=3[N:5]=[C:6]([C:8]3[S:9][CH:10]=[CH:11][CH:12]=3)[N:7]=2)[CH:33]=[CH:34][CH:35]=1)([CH3:28])([CH3:26])[CH3:27], predict the reactants needed to synthesize it. The reactants are: Cl[C:2]1[C:3]2[C:4](=[CH:13][N:14](CC3C=CC(OC)=CC=3)[N:15]=2)[N:5]=[C:6]([C:8]2[S:9][CH:10]=[CH:11][CH:12]=2)[N:7]=1.[C:25]([C:29]1[CH:30]=[C:31]([CH:33]=[CH:34][CH:35]=1)[NH2:32])([CH3:28])([CH3:27])[CH3:26].Cl. (2) Given the product [CH3:13][C:3]([C:1]1[NH:17][N:16]=[N:15][N:2]=1)([CH3:14])[CH2:4][NH:5][C:6](=[O:12])[O:7][C:8]([CH3:9])([CH3:11])[CH3:10], predict the reactants needed to synthesize it. The reactants are: [C:1]([C:3]([CH3:14])([CH3:13])[CH2:4][NH:5][C:6](=[O:12])[O:7][C:8]([CH3:11])([CH3:10])[CH3:9])#[N:2].[N-:15]=[N+:16]=[N-:17].[Na+].[NH4+].[Cl-]. (3) The reactants are: [CH2:1]([O:3][C:4](=[O:13])[C:5]1[CH:10]=[CH:9][C:8](N)=[C:7](N)[CH:6]=1)C.[B:14]1(B2OC(C)(C)C(C)(C)O2)[O:18]C(C)(C)C(C)(C)[O:15]1.C([O-])(=O)C.[K+]. Given the product [CH3:1][O:3][C:4]([C:5]1[CH:10]=[CH:9][C:8]([B:14]([OH:18])[OH:15])=[CH:7][CH:6]=1)=[O:13], predict the reactants needed to synthesize it. (4) Given the product [C:15]1([C:21](=[N:28][C:29]2[CH:40]=[C:33]([C:34]([C:2]3[C:10]4[CH:9]=[N:8][CH:7]=[N:6][C:5]=4[N:4]([CH:11]4[CH2:14][O:13][CH2:12]4)[CH:3]=3)=[O:35])[CH:32]=[N:31][CH:30]=2)[C:22]2[CH:27]=[CH:26][CH:25]=[CH:24][CH:23]=2)[CH:20]=[CH:19][CH:18]=[CH:17][CH:16]=1, predict the reactants needed to synthesize it. The reactants are: I[C:2]1[C:10]2[CH:9]=[N:8][CH:7]=[N:6][C:5]=2[N:4]([CH:11]2[CH2:14][O:13][CH2:12]2)[CH:3]=1.[C:15]1([C:21](=[N:28][C:29]2[CH:30]=[N:31][CH:32]=[C:33]([CH:40]=2)[C:34](N(OC)C)=[O:35])[C:22]2[CH:27]=[CH:26][CH:25]=[CH:24][CH:23]=2)[CH:20]=[CH:19][CH:18]=[CH:17][CH:16]=1. (5) Given the product [CH:10]1[C:11]2[CH2:12][C@H:13]3[N:25]([CH2:24][CH2:23][C@@:19]45[C@H:14]3[CH:15]=[CH:16][C@H:17]([OH:27])[C@@H:18]4[O:22][C:21]([C:20]=25)=[C:8]([OH:28])[CH:9]=1)[CH3:26].[CH3:29][N:30]1[C@@H:47]2[CH2:48][C:35]3[CH:36]=[CH:37][C:38]([O:50][CH3:51])=[C:39]4[O:40][C@H:41]5[C:42]([CH2:44][CH2:45][C@:46]2([OH:49])[C@:33]5([C:34]=34)[CH2:32][CH2:31]1)=[O:43], predict the reactants needed to synthesize it. The reactants are: [Si]([C:8]1([OH:28])[C:21]2[O:22][C@@H:18]3[C@@:19]45[CH2:23][CH2:24][N:25]([CH3:26])[C@@H:13]([C@@H:14]4[CH:15]=[CH:16][C@@H:17]3[OH:27])[CH2:12][C:11]([C:20]5=2)=[CH:10][CH2:9]1)(C(C)(C)C)(C)C.[CH3:29][N:30]1[C@@H:47]2[CH2:48][C:35]3[CH:36]=[CH:37][C:38]([O:50][CH3:51])=[C:39]4[O:40][C@H:41]5[C:42]([CH2:44][CH2:45][C@:46]2([OH:49])[C@:33]5([C:34]=34)[CH2:32][CH2:31]1)=[O:43].N(C(OCC)=O)=NC(OCC)=O.C1(P(C2C=CC=CC=2)C2C=CC=CC=2)C=CC=CC=1. (6) Given the product [F:18][C:2]([F:1])([F:17])[C:3]([C:9]1[CH:14]=[C:13]([CH3:15])[CH:12]=[CH:11][C:10]=1[I:16])([O:8][CH2:19][O:20][CH3:21])[C:4]([F:7])([F:6])[F:5], predict the reactants needed to synthesize it. The reactants are: [F:1][C:2]([F:18])([F:17])[C:3]([C:9]1[CH:14]=[C:13]([CH3:15])[CH:12]=[CH:11][C:10]=1[I:16])([OH:8])[C:4]([F:7])([F:6])[F:5].[CH3:19][O:20][CH2:21]Cl. (7) The reactants are: [CH3:1][N:2](C)CCN(C)C.CC1(C)C2C=CC=C(P(C3C=CC=CC=3)C3C=CC=CC=3)C=2OC2C1=CC=CC=2P(C1C=CC=CC=1)C1C=CC=CC=1.Br[C:52]1[C:53]([O:73][CH2:74][CH3:75])=[C:54]([CH:60]([N:62]2[C:66]3=[N:67][CH:68]=[N:69][C:70]([NH2:71])=[C:65]3[C:64]([CH3:72])=[N:63]2)[CH3:61])[CH:55]=[C:56]([Cl:59])[C:57]=1[CH3:58]. Given the product [NH2:71][C:70]1[N:69]=[CH:68][N:67]=[C:66]2[N:62]([CH:60]([C:54]3[C:53]([O:73][CH2:74][CH3:75])=[C:52]([C:57]([CH3:58])=[C:56]([Cl:59])[CH:55]=3)[C:1]#[N:2])[CH3:61])[N:63]=[C:64]([CH3:72])[C:65]=12, predict the reactants needed to synthesize it. (8) The reactants are: [CH2:1]1[C:9]2[C:4](=[CH:5][CH:6]=[CH:7][CH:8]=2)[CH2:3][N:2]1[N:10]([CH3:45])[C:11](=[O:44])[CH2:12][N:13]([C:33]1[C:42]([CH3:43])=[CH:41][C:36]2[C:37]([CH3:40])=[N:38][O:39][C:35]=2[CH:34]=1)[CH2:14][C:15]([NH:17][CH2:18][CH2:19][NH:20][S:21]([C:24]1[CH:29]=[CH:28][CH:27]=[CH:26][C:25]=1[N+:30]([O-:32])=[O:31])(=[O:23])=[O:22])=[O:16].[F:46][CH2:47][CH2:48]O.C1(P(C2C=CC=CC=2)C2C=CC=CC=2)C=CC=CC=1.N(C(OC(C)C)=O)=NC(OC(C)C)=O.C1(C)C=CC=CC=1. Given the product [CH2:1]1[C:9]2[C:4](=[CH:5][CH:6]=[CH:7][CH:8]=2)[CH2:3][N:2]1[N:10]([CH3:45])[C:11](=[O:44])[CH2:12][N:13]([C:33]1[C:42]([CH3:43])=[CH:41][C:36]2[C:37]([CH3:40])=[N:38][O:39][C:35]=2[CH:34]=1)[CH2:14][C:15]([NH:17][CH2:18][CH2:19][N:20]([CH2:48][CH2:47][F:46])[S:21]([C:24]1[CH:29]=[CH:28][CH:27]=[CH:26][C:25]=1[N+:30]([O-:32])=[O:31])(=[O:22])=[O:23])=[O:16], predict the reactants needed to synthesize it. (9) Given the product [F:19][C:5]1[C:6]([O:11][CH:12]2[CH2:17][CH2:16][N:15]([CH3:18])[CH2:14][CH2:13]2)=[C:7]([NH2:8])[CH:2]=[N:3][CH:4]=1, predict the reactants needed to synthesize it. The reactants are: Br[C:2]1[C:7]([N+:8]([O-])=O)=[C:6]([O:11][CH:12]2[CH2:17][CH2:16][N:15]([CH3:18])[CH2:14][CH2:13]2)[C:5]([F:19])=[CH:4][N:3]=1.[H][H].